Dataset: Peptide-MHC class II binding affinity with 134,281 pairs from IEDB. Task: Regression. Given a peptide amino acid sequence and an MHC pseudo amino acid sequence, predict their binding affinity value. This is MHC class II binding data. (1) The peptide sequence is VIPEGWKADTCYESK. The MHC is DRB4_0101 with pseudo-sequence DRB4_0103. The binding affinity (normalized) is 0.0721. (2) The peptide sequence is EKKYFAATCFEPLAA. The MHC is HLA-DQA10301-DQB10302 with pseudo-sequence HLA-DQA10301-DQB10302. The binding affinity (normalized) is 0.333.